Dataset: Forward reaction prediction with 1.9M reactions from USPTO patents (1976-2016). Task: Predict the product of the given reaction. (1) Given the reactants Br[C:2]1[N:3]=[C:4]2[C:10]([C:11]([NH:13][C:14]([CH3:17])([CH3:16])[CH3:15])=[O:12])=[CH:9][N:8]([CH2:18][O:19][CH2:20][CH2:21][Si:22]([CH3:25])([CH3:24])[CH3:23])[C:5]2=[N:6][CH:7]=1.[NH2:26][C:27]1[CH:32]=[CH:31][C:30]([CH3:33])=[CH:29][CH:28]=1.C1C=CC(P(C2C(C3C(P(C4C=CC=CC=4)C4C=CC=CC=4)=CC=C4C=3C=CC=C4)=C3C(C=CC=C3)=CC=2)C2C=CC=CC=2)=CC=1.CC(C)([O-])C.[Na+], predict the reaction product. The product is: [C:14]([NH:13][C:11]([C:10]1[C:4]2[C:5](=[N:6][CH:7]=[C:2]([NH:26][C:27]3[CH:32]=[CH:31][C:30]([CH3:33])=[CH:29][CH:28]=3)[N:3]=2)[N:8]([CH2:18][O:19][CH2:20][CH2:21][Si:22]([CH3:25])([CH3:24])[CH3:23])[CH:9]=1)=[O:12])([CH3:17])([CH3:16])[CH3:15]. (2) Given the reactants [F:1][C:2]1[CH:9]=[C:8]([CH:10]2[CH2:12][O:11]2)[CH:7]=[C:6]([O:13][CH3:14])[C:3]=1[C:4]#[N:5].C([O-])=O.[NH4+], predict the reaction product. The product is: [F:1][C:2]1[CH:9]=[C:8]([CH2:10][CH2:12][OH:11])[CH:7]=[C:6]([O:13][CH3:14])[C:3]=1[C:4]#[N:5].